This data is from Reaction yield outcomes from USPTO patents with 853,638 reactions. The task is: Predict the reaction yield, written as a fraction of the theoretical maximum amount of product (1.0 means a 100% yield; for example, 0.34 means a 34% yield). (1) The reactants are [Cl:1][C:2]1[CH:7]=[CH:6][C:5]([S:8]([NH:11][C@@H:12]([C:20]2[C:24]([C:25]#[CH:26])=[C:23]([CH3:27])[O:22][N:21]=2)[CH2:13][C:14]2[CH:19]=[CH:18][CH:17]=[CH:16][CH:15]=2)(=[O:10])=[O:9])=[CH:4][CH:3]=1. The catalyst is CCO.[Pd]. The product is [Cl:1][C:2]1[CH:7]=[CH:6][C:5]([S:8]([NH:11][C@@H:12]([C:20]2[C:24]([CH2:25][CH3:26])=[C:23]([CH3:27])[O:22][N:21]=2)[CH2:13][C:14]2[CH:19]=[CH:18][CH:17]=[CH:16][CH:15]=2)(=[O:9])=[O:10])=[CH:4][CH:3]=1. The yield is 0.270. (2) The yield is 1.00. The catalyst is C(O)C. The product is [CH3:1][C:2]1[CH:3]([C:10]2[CH:17]=[CH:16][CH:15]=[CH:14][C:11]=2[CH:12]=[N:25][C:24]2[C:26]([CH3:31])=[CH:27][C:28]([CH3:30])=[CH:29][C:23]=2[CH3:22])[C:4]([CH3:9])=[C:5]([CH3:8])[C:6]=1[CH3:7]. The reactants are [CH3:1][C:2]1[CH:3]([C:10]2[CH:17]=[CH:16][CH:15]=[CH:14][C:11]=2[CH:12]=O)[C:4]([CH3:9])=[C:5]([CH3:8])[C:6]=1[CH3:7].C(O)(=O)C.[CH3:22][C:23]1[CH:29]=[C:28]([CH3:30])[CH:27]=[C:26]([CH3:31])[C:24]=1[NH2:25]. (3) The reactants are [Br:1][C:2]1[CH:9]=[CH:8][C:5]([CH2:6]Br)=[CH:4][CH:3]=1.[CH3:10][NH2:11].Cl. The catalyst is O1CCCC1. The product is [Br:1][C:2]1[CH:9]=[CH:8][C:5]([CH2:6][NH:11][CH3:10])=[CH:4][CH:3]=1. The yield is 0.850.